From a dataset of Forward reaction prediction with 1.9M reactions from USPTO patents (1976-2016). Predict the product of the given reaction. (1) Given the reactants [F:1][C:2]1[CH:10]=[C:9]([C:11]([F:14])([F:13])[F:12])[CH:8]=[CH:7][C:3]=1[C:4]([OH:6])=O.C([O:17][C:18](=[O:40])[C:19]([O:22][C:23]1[CH:28]=[CH:27][C:26]([O:29][C:30]2[CH:35]=[C:34]([CH3:36])[CH:33]=[C:32]([CH2:37][NH2:38])[CH:31]=2)=[CH:25][C:24]=1[CH3:39])([CH3:21])[CH3:20])C, predict the reaction product. The product is: [F:1][C:2]1[CH:10]=[C:9]([C:11]([F:14])([F:13])[F:12])[CH:8]=[CH:7][C:3]=1[C:4]([NH:38][CH2:37][C:32]1[CH:31]=[C:30]([CH:35]=[C:34]([CH3:36])[CH:33]=1)[O:29][C:26]1[CH:27]=[CH:28][C:23]([O:22][C:19]([CH3:21])([CH3:20])[C:18]([OH:40])=[O:17])=[C:24]([CH3:39])[CH:25]=1)=[O:6]. (2) Given the reactants [Br:1][C:2]1[CH:7]=[CH:6][CH:5]=[C:4]([C:8]([OH:10])=O)[N:3]=1.C(Cl)(=O)C(Cl)=O.CCN(C(C)C)C(C)C.[NH2:26][C:27]1[CH:32]=[CH:31][N:30]=[CH:29][CH:28]=1, predict the reaction product. The product is: [Br:1][C:2]1[N:3]=[C:4]([C:8]([NH:26][C:27]2[CH:32]=[CH:31][N:30]=[CH:29][CH:28]=2)=[O:10])[CH:5]=[CH:6][CH:7]=1.